This data is from Peptide-MHC class II binding affinity with 134,281 pairs from IEDB. The task is: Regression. Given a peptide amino acid sequence and an MHC pseudo amino acid sequence, predict their binding affinity value. This is MHC class II binding data. (1) The peptide sequence is WKTWGKNLVFSPGRK. The MHC is HLA-DQA10102-DQB10501 with pseudo-sequence HLA-DQA10102-DQB10501. The binding affinity (normalized) is 0. (2) The peptide sequence is GYKVLVLNPSV. The MHC is DRB1_0401 with pseudo-sequence DRB1_0401. The binding affinity (normalized) is 0.695. (3) The peptide sequence is KKGGEAMDTISVFLH. The MHC is HLA-DQA10201-DQB10402 with pseudo-sequence HLA-DQA10201-DQB10402. The binding affinity (normalized) is 0.478. (4) The binding affinity (normalized) is 0.371. The peptide sequence is MENRWQVMIVWQVDR. The MHC is DRB1_0401 with pseudo-sequence DRB1_0401. (5) The peptide sequence is SMSLFEVDQTKIQYV. The MHC is HLA-DQA10501-DQB10303 with pseudo-sequence HLA-DQA10501-DQB10303. The binding affinity (normalized) is 0.304. (6) The peptide sequence is GGIFLFLMSGRGIGK. The MHC is DRB1_1101 with pseudo-sequence DRB1_1101. The binding affinity (normalized) is 0.790.